This data is from Forward reaction prediction with 1.9M reactions from USPTO patents (1976-2016). The task is: Predict the product of the given reaction. (1) Given the reactants [Cl:1][C:2]1[CH:3]=[C:4]([C:9]2([CH3:15])[CH2:13][O:12][C:11]([NH2:14])=[N:10]2)[CH:5]=[C:6]([F:8])[CH:7]=1, predict the reaction product. The product is: [Cl:1][C:2]1[CH:3]=[C:4]([C@@:9]2([CH3:15])[CH2:13][O:12][C:11]([NH2:14])=[N:10]2)[CH:5]=[C:6]([F:8])[CH:7]=1. (2) Given the reactants O[CH2:2][C:3]1[CH:4]=[C:5]2[C:9](=[CH:10][CH:11]=1)[CH2:8][C@H:7]([NH:12][S:13]([CH:16]([CH3:18])[CH3:17])(=[O:15])=[O:14])[CH2:6]2.S(Cl)(Cl)=O.[F:23][C:24]([F:35])([F:34])[C:25]1[C:33]2[CH2:32][CH2:31][CH2:30][CH2:29][C:28]=2[NH:27][N:26]=1.C(=O)([O-])[O-].[K+].[K+], predict the reaction product. The product is: [F:35][C:24]([F:23])([F:34])[C:25]1[C:33]2[CH2:32][CH2:31][CH2:30][CH2:29][C:28]=2[N:27]([CH2:2][C:3]2[CH:4]=[C:5]3[C:9](=[CH:10][CH:11]=2)[CH2:8][C@H:7]([NH:12][S:13]([CH:16]([CH3:18])[CH3:17])(=[O:15])=[O:14])[CH2:6]3)[N:26]=1. (3) Given the reactants O[C:2]1[CH:17]=[C:16]([OH:18])[CH:15]=[CH:14][C:3]=1[C:4]([C:6]1[CH:11]=[CH:10][C:9]([OH:12])=[CH:8][C:7]=1[OH:13])=O.C([O-])(=O)C.[Na+].Cl.[C:25]([C:27]1[CH:32]=[CH:31][C:30]([NH:33][NH2:34])=[CH:29][CH:28]=1)#[N:26], predict the reaction product. The product is: [OH:13][C:7]1[CH:8]=[C:9]([OH:12])[CH:10]=[CH:11][C:6]=1[C:4]1[C:3]2[C:2](=[CH:17][C:16]([OH:18])=[CH:15][CH:14]=2)[N:33]([C:30]2[CH:31]=[CH:32][C:27]([C:25]#[N:26])=[CH:28][CH:29]=2)[N:34]=1. (4) Given the reactants [C-:1]#[N:2].[K+].Cl[CH2:5][CH2:6][C:7]1[CH:8]=[C:9]2[C:13](=[CH:14][CH:15]=1)[NH:12][C:11](=[O:16])[CH2:10]2, predict the reaction product. The product is: [C:1]([CH2:5][CH2:6][C:7]1[CH:8]=[C:9]2[C:13](=[CH:14][CH:15]=1)[NH:12][C:11](=[O:16])[CH2:10]2)#[N:2]. (5) Given the reactants [C:1]([C:5]1[CH:10]=[C:9]([C:11]2[N:12]=[C:13]([CH2:16]O)[S:14][CH:15]=2)[CH:8]=[C:7]([C:18]([CH3:21])([CH3:20])[CH3:19])[C:6]=1[OH:22])([CH3:4])([CH3:3])[CH3:2].C(Br)(Br)(Br)[Br:24].C1C=CC(P(C2C=CC=CC=2)C2C=CC=CC=2)=CC=1.O, predict the reaction product. The product is: [Br:24][CH2:16][C:13]1[S:14][CH:15]=[C:11]([C:9]2[CH:10]=[C:5]([C:1]([CH3:4])([CH3:3])[CH3:2])[C:6]([OH:22])=[C:7]([C:18]([CH3:21])([CH3:20])[CH3:19])[CH:8]=2)[N:12]=1.